Task: Predict the product of the given reaction.. Dataset: Forward reaction prediction with 1.9M reactions from USPTO patents (1976-2016) (1) The product is: [F:26][C:24]1[CH:23]=[C:22]([CH:27]([O:29][Si:30]([CH:31]([CH3:33])[CH3:32])([CH:37]([CH3:39])[CH3:38])[CH:34]([CH3:35])[CH3:36])[CH3:28])[CH:21]=[C:20]([F:19])[C:25]=1[B:5]1[O:6][C:7]([CH3:12])([CH3:13])[C:8]([CH3:10])([CH3:11])[O:9]1. Given the reactants C(O[B:5]1[O:9][C:8]([CH3:11])([CH3:10])[C:7]([CH3:13])([CH3:12])[O:6]1)(C)C.C([Li])CCC.[F:19][C:20]1[CH:21]=[C:22]([CH:27]([O:29][Si:30]([CH:37]([CH3:39])[CH3:38])([CH:34]([CH3:36])[CH3:35])[CH:31]([CH3:33])[CH3:32])[CH3:28])[CH:23]=[C:24]([F:26])[CH:25]=1, predict the reaction product. (2) Given the reactants [C:1]12(COC3C(Br)=CN=C(NN)C=3)CC3CC(CC(C3)C1)C2.[Br:22][C:23]1[C:24]([CH2:31][O:32][C:33]2[CH:38]=[C:37]([Cl:39])[CH:36]=[C:35]([Cl:40])[CH:34]=2)=[CH:25][C:26]([NH:29][NH2:30])=[N:27][CH:28]=1, predict the reaction product. The product is: [Br:22][C:23]1[C:24]([CH2:31][O:32][C:33]2[CH:38]=[C:37]([Cl:39])[CH:36]=[C:35]([Cl:40])[CH:34]=2)=[CH:25][C:26]2[N:27]([CH:1]=[N:30][N:29]=2)[CH:28]=1. (3) Given the reactants [F:1][C:2]1[CH:3]=[C:4](B(O)O)[CH:5]=[CH:6][CH:7]=1.Br[C:12]1[CH:13]=[C:14]([C:19]2[NH:27][C:26]3[CH2:25][CH2:24][NH:23][C:22](=[O:28])[C:21]=3[CH:20]=2)[CH:15]=[CH:16][C:17]=1[F:18].C(=O)([O-])[O-].[Cs+].[Cs+].C(O)(C(F)(F)F)=O, predict the reaction product. The product is: [F:1][C:2]1[CH:3]=[C:4]([C:16]2[C:17]([F:18])=[CH:12][CH:13]=[C:14]([C:19]3[NH:27][C:26]4[CH2:25][CH2:24][NH:23][C:22](=[O:28])[C:21]=4[CH:20]=3)[CH:15]=2)[CH:5]=[CH:6][CH:7]=1. (4) Given the reactants [OH:1][C:2]1[CH:7]=[CH:6][CH:5]=[C:4]([OH:8])[CH:3]=1.[Cl-].[Al+3].[Cl-].[Cl-].[N+]([C:16]1[CH:21]=[CH:20]C=CC=1)([O-])=O.[CH:22]1C(Cl)=CC=C(Cl)C=1, predict the reaction product. The product is: [CH2:22]([C:5]1[CH:6]=[CH:7][C:2]([OH:1])=[CH:3][C:4]=1[OH:8])[CH:21]([CH3:20])[CH3:16]. (5) Given the reactants [CH3:1][C:2]1[CH:3]=[C:4]([N:9]2[C:13]([OH:14])=[C:12]([C:15](=O)[CH3:16])[C:11]([CH3:18])=[N:10]2)[CH:5]=[CH:6][C:7]=1[CH3:8].[CH3:19][O:20][C:21]([C:23]1[CH:24]=[C:25]([CH:30]=[CH:31][CH:32]=1)[C:26]([NH:28][NH2:29])=[O:27])=[O:22], predict the reaction product. The product is: [CH3:1][C:2]1[CH:3]=[C:4]([N:9]2[C:13](=[O:14])[C:12](=[C:15]([NH:29][NH:28][C:26](=[O:27])[C:25]3[CH:30]=[CH:31][CH:32]=[C:23]([C:21]([O:20][CH3:19])=[O:22])[CH:24]=3)[CH3:16])[C:11]([CH3:18])=[N:10]2)[CH:5]=[CH:6][C:7]=1[CH3:8]. (6) Given the reactants C(NC1C=CC(C2C=C3C(CN([C@@H](C(C)C)C(O)=O)C3=O)=CC=2)=CC=1)(=O)C1C=CC=CC=1.[CH3:33][CH:34]([CH3:68])[C@H:35]([N:40]1[CH2:48][C:47]2[C:42](=[CH:43][C:44]([C:49]3[CH:54]=[CH:53][C:52]([NH:55][C:56](=[O:66])[C:57]4[CH:62]=[CH:61][C:60]([CH2:63][CH2:64][CH3:65])=[CH:59][CH:58]=4)=[CH:51][CH:50]=3)=[CH:45][CH:46]=2)[C:41]1=[O:67])[C:36]([O:38]C)=[O:37], predict the reaction product. The product is: [CH3:68][CH:34]([CH3:33])[C@H:35]([N:40]1[CH2:48][C:47]2[C:42](=[CH:43][C:44]([C:49]3[CH:54]=[CH:53][C:52]([NH:55][C:56](=[O:66])[C:57]4[CH:58]=[CH:59][C:60]([CH2:63][CH2:64][CH3:65])=[CH:61][CH:62]=4)=[CH:51][CH:50]=3)=[CH:45][CH:46]=2)[C:41]1=[O:67])[C:36]([OH:38])=[O:37].